This data is from Forward reaction prediction with 1.9M reactions from USPTO patents (1976-2016). The task is: Predict the product of the given reaction. (1) Given the reactants [CH2:1]([O:8][C:9]1[CH:10]=[C:11]([S:15][C:16]2[CH:21]=[CH:20][C:19]([N+:22]([O-])=O)=[C:18]([Cl:25])[CH:17]=2)[CH:12]=[CH:13][CH:14]=1)[C:2]1[CH:7]=[CH:6][CH:5]=[CH:4][CH:3]=1.CCO.CCOC(C)=O, predict the reaction product. The product is: [CH2:1]([O:8][C:9]1[CH:10]=[C:11]([S:15][C:16]2[CH:21]=[CH:20][C:19]([NH2:22])=[C:18]([Cl:25])[CH:17]=2)[CH:12]=[CH:13][CH:14]=1)[C:2]1[CH:3]=[CH:4][CH:5]=[CH:6][CH:7]=1. (2) Given the reactants [Br:1][C:2]1[N:7]=[C:6]([CH2:8][N:9]2[CH2:14][CH2:13][O:12][CH2:11][CH2:10]2)[CH:5]=[CH:4][CH:3]=1.[Li+].CC([N-]C(C)C)C.N1([CH2:32][OH:33])C2C=CC=CC=2N=N1.[Cl-].[NH4+], predict the reaction product. The product is: [Br:1][C:2]1[N:7]=[C:6]([CH:8]([N:9]2[CH2:10][CH2:11][O:12][CH2:13][CH2:14]2)[CH2:32][OH:33])[CH:5]=[CH:4][CH:3]=1. (3) Given the reactants [F:1][C:2]1[C:9]([F:10])=[C:8]([C:11]([F:14])([F:13])[F:12])[CH:7]=[CH:6][C:3]=1[CH:4]=O.[C:15]([NH:18][NH2:19])([NH2:17])=[NH:16].[ClH:20], predict the reaction product. The product is: [ClH:20].[F:1][C:2]1[C:9]([F:10])=[C:8]([C:11]([F:14])([F:13])[F:12])[CH:7]=[CH:6][C:3]=1[CH:4]=[N:19][NH:18][C:15]([NH2:17])=[NH:16]. (4) Given the reactants C(OC(C1C=C(C2C=CC(C[S:19][CH2:20][CH2:21][OH:22])=CC=2)C=CC=1)=O)C.[CH2:23]([O:25][C:26]([C:28]1[CH:29]=[C:30]([C:34]2[CH:39]=[CH:38][CH:37]=[CH:36][C:35]=2[CH2:40]Br)[CH:31]=[CH:32][CH:33]=1)=[O:27])[CH3:24].SCCO.C(=O)([O-])[O-].[K+].[K+], predict the reaction product. The product is: [CH2:23]([O:25][C:26]([C:28]1[CH:29]=[C:30]([C:34]2[CH:39]=[CH:38][CH:37]=[CH:36][C:35]=2[CH2:40][S:19][CH2:20][CH2:21][OH:22])[CH:31]=[CH:32][CH:33]=1)=[O:27])[CH3:24]. (5) Given the reactants [Br:1][C:2]1[CH:7]=[CH:6][CH:5]=[CH:4][C:3]=1[O:8][CH2:9][CH2:10]Cl.[OH:12][CH:13]1[CH2:18][CH2:17][NH:16][CH2:15][CH2:14]1, predict the reaction product. The product is: [Br:1][C:2]1[CH:7]=[CH:6][CH:5]=[CH:4][C:3]=1[O:8][CH2:9][CH2:10][N:16]1[CH2:17][CH2:18][CH:13]([OH:12])[CH2:14][CH2:15]1.